From a dataset of Human Reference Interactome with 51,813 positive PPI pairs across 8,248 proteins, plus equal number of experimentally-validated negative pairs. Binary Classification. Given two protein amino acid sequences, predict whether they physically interact or not. (1) Protein 1 (ENSG00000170615) has sequence MDHAEENEILAATQRYYVERPIFSHPVLQERLHTKDKVPDSIADKLKQAFTCTPKKIRNIIYMFLPITKWLPAYKFKEYVLGDLVSGISTGVLQLPQGLAFAMLAAVPPIFGLYSSFYPVIMYCFLGTSRHISIGPFAVISLMIGGVAVRLVPDDIVIPGGVNATNGTEARDALRVKVAMSVTLLSGIIQFCLGVCRFGFVAIYLTEPLVRGFTTAAAVHVFTSMLKYLFGVKTKRYSGIFSVVYSTVAVLQNVKNLNVCSLGVGLMVFGLLLGGKEFNERFKEKLPAPIPLEFFAVVMG.... Protein 2 (ENSG00000186439) has sequence MTEITAEGNASTTTTVIDSKNGSVPKSPGKVLKRTVTEDIVTTFSSPAAWLLVIALIITWSAVAIVMFDLVDYKNFSASSIAKIGSDPLKLVRDAMEETTDWIYGFFSLLSDIISSEDEEDDDGDEDTDKGEIDEPPLRKKEIHKDKTEKQEKPERKIQTKVTHKEKEKGKEKVREKEKPEKKATHKEKIEKKEKPETKTLAKEQKKAKTAEKSEEKTKKEVKGGKQEKVKQTAAKVKEVQKTPSKPKEKEDKEKAAVSKHEQKDQYAFCRYMIDIFVHGDLKPGQSPAIPPPLPTEQAS.... Result: 0 (the proteins do not interact). (2) Protein 1 (ENSG00000128045) has sequence MRLIQNMCTIAEYPAPGNAAASDCCVGAAGRRLVKIAVVGASGVGKTALVVRFLTKRFIGDYERNAGNLYTRQVQIEGETLALQVQDTPGIQVHENSLSCSEQLNRCIRWADAVVIVFSITDYKSYELISQLHQHVQQLHLGTRLPVVVVANKADLLHIKQVDPQLGLQLASMLGCSFYEVSVSENYNDVYSAFHVLCKEVSHKQQPSSTPEKRRTSLIPRPKSPNMQDLKRRFKQALSAKVRTVTSV*. Protein 2 (ENSG00000142694) has sequence MDAPRRDMELLSNSLAAYAHIRANPESFGLYFVLGVCFGLLLTLCLLVISISWAPRPRPRGPAQRRDPRSSTLEPEDDDEDEEDTVTRLGPDDTLPGPELSAEPDGPLNVNVFTSAEELERAQRLEERERILREIWRTGQPDLLGTGTLGPSPTATGTLGRMHYY*. Result: 0 (the proteins do not interact). (3) Protein 1 (ENSG00000103154) has sequence MCERAARLCRAGAHRLLREPPQQGRALGGLLRWVGARMGEPRESLAPAAPADPGPASPRGGTAVILDIFRRADKNDDGKLSLEEFQLFFADGVLNEKELEDLFHTIDSDNTNHVDTKELCDYFVDHMGDYEDVLASLETLNHSVLKAMGYTKKVYEGGSNVDQFVTRFLLKETANQIQSLLSSVESAVEAIEEQTSQLRQNHIKPSHSAAQTWCGSPTPASAPNHKLMAMEQGKTLPSATEDAKEEGLEAQISRLAELIGRLESKALWFDLQQRLSDEDGTNMHLQLVRQEMAVCPEQLS.... Protein 2 (ENSG00000114942) has sequence MGFGDLKSPAGLQVLNDYLADKSYIEGYVPSQADVAVFEAVSSPPPADLCHALRWYNHIKSYEKEKASLPGVKKALGKYGPADVEDTTGSGATDSKDDDDIDLFGSDDEEESEEAKRLREERLAQYESKKAKKPALVAKSSILLDVKPWDDETDMAKLEECVRSIQADGLVWGSSKLVPVGYGIKKLQIQCVVEDDKVGTDMLEEQITAFEDYVQSMDVAAFNKI*MGFGDLKSPAGLQVLNDYLADKSYIEGYVPSQADVAVFEAVSSPPPADLCHALRWYNHIKSYEKEKAR*MGFGD.... Result: 0 (the proteins do not interact). (4) Protein 1 (ENSG00000028528) has sequence MASGGGGCSASERLPPPFPGLEPESEGAAGGSEPEAGDSDTEGEDIFTGAAVVSKHQSPKITTSLLPINNGSKENGIHEEQDQEPQDLFADATVELSLDSTQNNQKKVLAKTLISLPPQEATNSSKPQPTYEELEEEEQEDQFDLTVGITDPEKIGDGMNAYVAYKVTTQTSLPLFRSKQFAVKRRFSDFLGLYEKLSEKHSQNGFIVPPPPEKSLIGMTKVKVGKEDSSSAEFLEKRRAALERYLQRIVNHPTMLQDPDVREFLEKEELPRAVGTQTLSGAGLLKMFNKATDAVSKMTI.... Protein 2 (ENSG00000170786) has sequence MSFNLQSSKKLFIFLGKSLFSLLEAMIFALLPKPRKNVAGEIVLITGAGSGLGRLLALQFARLGSVLVLWDINKEGNEETCKMAREAGATRVHAYTCDCSQKEGVYRVADQVKKEVGDVSILINNAGIVTGKKFLDCPDELMEKSFDVNFKAHLWTYKAFLPAMIANDHGHLVCISSSAGLSGVNGLADYCASKFAAFGFAESVFVETFVQKQKGIKTTIVCPFFIKTGMFEGCTTGCPSLLPILEPKYAVEKIVEAILQEKMYLYMPKLLYFMMFLKSFLPLKTGLLIADYLGILHAMD.... Result: 1 (the proteins interact). (5) Protein 1 (ENSG00000161057) has sequence MPDYLGADQRKTKEDEKDDKPIRALDEGDIALLKTYGQSTYSRQIKQVEDDIQQLLKKINELTGIKESDTGLAPPALWDLAADKQTLQSEQPLQVARCTKIINADSEDPKYIINVKQFAKFVVDLSDQVAPTDIEEGMRVGVDRNKYQIHIPLPPKIDPTVTMMQVEEKPDVTYSDVGGCKEQIEKLREVVETPLLHPERFVNLGIEPPKGVLLFGPPGTGKTLCARAVANRTDACFIRVIGSELVQKYVGEGARMVRELFEMARTKKACLIFFDEIDAIGGARFDDGAGGDNEVQRTML.... Protein 2 (ENSG00000119326) has sequence MAASPGPAGVGGAGAVYGSGSSGFALDSGLEIKTRSVEQTLLPLVSQITTLINHKDNTKKSDKTLQAIQRVGQAVNLAVGRFVKVGEAIANENWDLKEEINIACIEAKQAGETIAALTDITNLNHLESDGQITIFTDKTGVIKAARLLLSSVTKVLLLADRVVIKQIITSRNKVLATMERLEKVNSFQEFVQIFSQFGNEMVEFAHLSGDRQNDLKDEKKKAKMAAARAVLEKCTMMLLTASKTCLRHPNCESAHKNKEGVFDRMKVALDKVIEIVTDCKPNGETDISSISIFTGIKEFK.... Result: 0 (the proteins do not interact). (6) Protein 1 (ENSG00000128272) has sequence MTEMSFLSSEVLVGDLMSPFDQSGLGAEESLGLLDDYLEVAKHFKPHGFSSDKAKAGSSEWLAVDGLVSPSNNSKEDAFSGTDWMLEKMDLKEFDLDALLGIDDLETMPDDLLTTLDDTCDLFAPLVQETNKQPPQTVNPIGHLPESLTKPDQVAPFTFLQPLPLSPGVLSSTPDHSFSLELGSEVDITEGDRKPDYTAYVAMIPQCIKEEDTPSDNDSGICMSPESYLGSPQHSPSTRGSPNRSLPSPGVLCGSARPKPYDPPGEKMVAAKVKGEKLDKKLKKMEQNKTAATRYRQKKR.... Protein 2 (ENSG00000153879) has sequence MSKISQQNSTPGVNGISVIHTQAHASGLQQVPQLVPAGPGGGGKAVAPSKQSKKSSPMDRNSDEYRQRRERNNMAVKKSRLKSKQKAQDTLQRVNQLKEENERLEAKIKLLTKELSVLKDLFLEHAHNLADNVQSISTENTTADGDNAGQ*. Result: 1 (the proteins interact). (7) Protein 1 (ENSG00000108021) has sequence MAPPAHKSILERSENVLMSPWKGKLIVQDRMLCDIALWSTYGAMIPTQLPQELDFKYVMKVSSLKKRLPEAAFRKQNYLEEKVCFQDLCFNLYEVELSNRQGENIDKLTECIKNKQLAIIKCLEDRGFFILLTSSALLSEPDFGGKQMGLHGLHLFRSPLSTGVKDLKVEDDISMKVIPILSTLNCALLETKKSLPEERIHPNTLVKRHFQELYKADRSPSLSVAPQDRMKDPTFLGKLPSGFDLIPPAEKCPSESLTQLNSYFSDPSAYILEVSTALDLLAEHPQSPCVSDGICDAGFS.... Protein 2 (ENSG00000198860) has sequence MEERGDSEPTPGCSGLGPGGVRGFGDGGGAPSWAPEDAWMGTHPKYLEMMELDIGDATQVYVAFLVYLDLMESKSWHEVNCVGLPELQLICLVGTEIEGEGLQTVVPTPITASLSHNRIREILKASRKLQGDPDLPMSFTLAIVESDSTIVYYKLTDGFMLPDPQVSFENISLRR*MEERGDSEPTPGCSGLGPGGVRGFGDGGGAPSWAPEDAWMGTHPKYLEMMELDIGDATQVYVAFLVYLDLMESKSWHEVNCVGLPELQLICLVGTEIEGEGLQTVVPTPITASLSHNRIFLLED.... Result: 1 (the proteins interact).